From a dataset of Full USPTO retrosynthesis dataset with 1.9M reactions from patents (1976-2016). Predict the reactants needed to synthesize the given product. (1) Given the product [CH3:31][O:30][C:26]1[CH:25]=[C:23]([NH:24][C:5](=[O:7])[C:4]2[CH:8]=[C:9]([O:12][CH3:13])[C:10]([F:11])=[C:2]([NH:1][C:14](=[O:17])[CH2:15][CH3:16])[CH:3]=2)[CH:22]=[C:21]([O:20][CH3:19])[C:27]=1[O:28][CH3:29], predict the reactants needed to synthesize it. The reactants are: [NH2:1][C:2]1[CH:3]=[C:4]([CH:8]=[C:9]([O:12][CH3:13])[C:10]=1[F:11])[C:5]([OH:7])=O.[C:14](Cl)(=[O:17])[CH2:15][CH3:16].[CH3:19][O:20][C:21]1[CH:22]=[C:23]([CH:25]=[C:26]([O:30][CH3:31])[C:27]=1[O:28][CH3:29])[NH2:24]. (2) Given the product [F:15][C:14]1[C:6]([I:16])=[C:7]([CH:11]=[CH:12][CH:13]=1)[C:8]([OH:10])=[O:9], predict the reactants needed to synthesize it. The reactants are: N([O-])=O.[Na+].N[C:6]1[C:14]([F:15])=[CH:13][CH:12]=[CH:11][C:7]=1[C:8]([OH:10])=[O:9].[I-:16].[K+]. (3) Given the product [C:19]([O:18][C:16]([N:13]1[CH2:14][CH2:15][C@H:10]([C:3]2[CH:4]=[C:5]([F:9])[C:6]([F:8])=[CH:7][C:2]=2[F:1])[C@@H:11]([C:23]([OH:25])=[O:24])[CH2:12]1)=[O:17])([CH3:22])([CH3:20])[CH3:21], predict the reactants needed to synthesize it. The reactants are: [F:1][C:2]1[CH:7]=[C:6]([F:8])[C:5]([F:9])=[CH:4][C:3]=1[C@H:10]1[CH2:15][CH2:14][N:13]([C:16]([O:18][C:19]([CH3:22])([CH3:21])[CH3:20])=[O:17])[CH2:12][C@@H:11]1[C:23]([O:25]C)=[O:24].[OH-].[Li+].